This data is from Catalyst prediction with 721,799 reactions and 888 catalyst types from USPTO. The task is: Predict which catalyst facilitates the given reaction. Reactant: [C:1]([O:8][CH2:9][CH3:10])(=[O:7])[C:2]([O:4]CC)=O.[CH2:11]([O:18][C:19]1[CH:20]=[CH:21][C:22]([C:25](=[O:27])[CH3:26])=[N:23][CH:24]=1)[C:12]1[CH:17]=[CH:16][CH:15]=[CH:14][CH:13]=1.[O-]CC.[Na+].O. Product: [CH2:9]([O:8][C:1](=[O:7])[C:2](=[O:4])[CH2:26][C:25]([C:22]1[CH:21]=[CH:20][C:19]([O:18][CH2:11][C:12]2[CH:17]=[CH:16][CH:15]=[CH:14][CH:13]=2)=[CH:24][N:23]=1)=[O:27])[CH3:10]. The catalyst class is: 8.